This data is from Forward reaction prediction with 1.9M reactions from USPTO patents (1976-2016). The task is: Predict the product of the given reaction. (1) Given the reactants [F:1][C:2]([F:11])([F:10])[C:3]1[N:8]=[CH:7][C:6]([NH2:9])=[CH:5][CH:4]=1.[CH3:12][O:13][C:14](=[O:35])[CH2:15][CH:16]1[CH2:21][CH2:20][CH:19]([C:22]2[CH:27]=[CH:26][C:25]([C:28]3[CH:29]=[N:30][C:31](Cl)=[N:32][CH:33]=3)=[CH:24][CH:23]=2)[CH2:18][CH2:17]1.CC(C1C=C(C(C)C)C(C2C=CC=CC=2P(C2CCCCC2)C2CCCCC2)=C(C(C)C)C=1)C.C([O-])([O-])=O.[Cs+].[Cs+], predict the reaction product. The product is: [CH3:12][O:13][C:14](=[O:35])[CH2:15][CH:16]1[CH2:17][CH2:18][CH:19]([C:22]2[CH:23]=[CH:24][C:25]([C:28]3[CH:33]=[N:32][C:31]([NH:9][C:6]4[CH:7]=[N:8][C:3]([C:2]([F:1])([F:10])[F:11])=[CH:4][CH:5]=4)=[N:30][CH:29]=3)=[CH:26][CH:27]=2)[CH2:20][CH2:21]1. (2) Given the reactants [H-].[Na+].[NH:3]1[C:11]2[C:6](=[CH:7][CH:8]=[CH:9][CH:10]=2)[C:5]([CH:12]([NH:14][C:15](=[O:36])/[C:16](=[CH:21]/[C:22]2[CH:27]=[CH:26][C:25]([N:28]3[CH:32]=[C:31]([CH3:33])[N:30]=[CH:29]3)=[C:24]([O:34][CH3:35])[CH:23]=2)/[CH2:17][CH2:18][CH2:19]Cl)[CH3:13])=[CH:4]1.O.C(OCC)(=O)C, predict the reaction product. The product is: [NH:3]1[C:11]2[C:6](=[CH:7][CH:8]=[CH:9][CH:10]=2)[C:5]([CH:12]([N:14]2[CH2:19][CH2:18][CH2:17]/[C:16](=[CH:21]\[C:22]3[CH:27]=[CH:26][C:25]([N:28]4[CH:32]=[C:31]([CH3:33])[N:30]=[CH:29]4)=[C:24]([O:34][CH3:35])[CH:23]=3)/[C:15]2=[O:36])[CH3:13])=[CH:4]1.